This data is from Catalyst prediction with 721,799 reactions and 888 catalyst types from USPTO. The task is: Predict which catalyst facilitates the given reaction. (1) Reactant: Cl.Cl.Cl.[O:4]1[C:12]2[CH:11]=[CH:10][N:9]=[C:8]([N:13]3[CH2:18][CH2:17][N:16]([CH2:19][CH2:20][C@H:21]4[CH2:26][CH2:25][C@H:24]([NH2:27])[CH2:23][CH2:22]4)[CH2:15][CH2:14]3)[C:7]=2[CH2:6][CH2:5]1.C(N(CC)C(C)C)(C)C.[C:37](O)(=[O:39])[CH3:38].CN(C(ON1N=NC2C=CC=CC1=2)=[N+](C)C)C.[B-](F)(F)(F)F.[OH-].[Na+]. Product: [O:4]1[C:12]2[CH:11]=[CH:10][N:9]=[C:8]([N:13]3[CH2:18][CH2:17][N:16]([CH2:19][CH2:20][C@H:21]4[CH2:26][CH2:25][C@H:24]([NH:27][C:37](=[O:39])[CH3:38])[CH2:23][CH2:22]4)[CH2:15][CH2:14]3)[C:7]=2[CH2:6][CH2:5]1. The catalyst class is: 3. (2) Reactant: [Na].[CH3:2][O-].[Na+:4].[Cl:5][C:6]1[CH:13]=[CH:12][C:9]([CH:10]=[O:11])=[C:8]([CH3:14])[N:7]=1.[Cl-].[NH4+]. Product: [CH3:10][O-:11].[Na+:4].[Cl:5][C:6]1[N:7]=[C:8]([CH3:14])[C:9]([C:10]#[CH:2])=[CH:12][CH:13]=1. The catalyst class is: 92.